The task is: Predict the reactants needed to synthesize the given product.. This data is from Full USPTO retrosynthesis dataset with 1.9M reactions from patents (1976-2016). (1) Given the product [NH2:22][CH2:21][C@H:9]1[N:8]([CH2:1][C:2]2[CH:7]=[CH:6][CH:5]=[CH:4][CH:3]=2)[CH2:13][CH2:12][N:11]([C:14]([O:16][C:17]([CH3:20])([CH3:19])[CH3:18])=[O:15])[CH2:10]1, predict the reactants needed to synthesize it. The reactants are: [CH2:1]([N:8]1[CH2:13][CH2:12][N:11]([C:14]([O:16][C:17]([CH3:20])([CH3:19])[CH3:18])=[O:15])[CH2:10][C@H:9]1[CH2:21][N:22]1C(=O)C2C(=CC=CC=2)C1=O)[C:2]1[CH:7]=[CH:6][CH:5]=[CH:4][CH:3]=1.ClCCl.O.NN. (2) The reactants are: [OH-:1].[Na+:2].C([OH:5])C.CC([OH:9])C.[CH:10]1[N:14]=[CH:13][N:12]([CH2:15][C:16]([P:22]([OH:25])([OH:24])=[O:23])([P:18]([OH:21])([OH:20])=[O:19])[OH:17])[CH:11]=1. Given the product [CH:10]1[N:14]=[CH:13][N:12]([CH2:15][C:16]([P:18]([O-:21])([OH:20])=[O:19])([P:22]([O-:24])([OH:25])=[O:23])[OH:17])[CH:11]=1.[OH2:5].[OH2:9].[OH2:1].[OH2:5].[Na+:2].[Na+:2], predict the reactants needed to synthesize it. (3) Given the product [Cl:16][C:17]1[C:26]2[C:21](=[CH:22][CH:23]=[C:24]([S:27]([NH:1][C:2]([CH3:8])([CH3:7])[C:3]([O:5][CH3:6])=[O:4])(=[O:29])=[O:28])[CH:25]=2)[C:20]([Cl:31])=[CH:19][N:18]=1, predict the reactants needed to synthesize it. The reactants are: [NH2:1][C:2]([CH3:8])([CH3:7])[C:3]([O:5][CH3:6])=[O:4].CCN(CC)CC.[Cl:16][C:17]1[C:26]2[C:21](=[CH:22][CH:23]=[C:24]([S:27](Cl)(=[O:29])=[O:28])[CH:25]=2)[C:20]([Cl:31])=[CH:19][N:18]=1. (4) Given the product [NH:42]1[C:50]2[C:45](=[CH:46][CH:47]=[CH:48][CH:49]=2)[C:44]([C:51](=[O:53])[CH2:52][C:32]2([OH:40])[C:33]3[C:38](=[CH:37][CH:36]=[C:35]([CH3:39])[CH:34]=3)[N:30]([CH2:25][CH2:26][CH:27]([CH3:29])[CH3:28])[C:31]2=[O:41])=[CH:43]1, predict the reactants needed to synthesize it. The reactants are: C(N1C2C(=CC=CC=2)C(O)(CC(=O)C2C=CC=CN=2)C1=O)CCC.[CH2:25]([N:30]1[C:38]2[C:33](=[CH:34][C:35]([CH3:39])=[CH:36][CH:37]=2)[C:32](=[O:40])[C:31]1=[O:41])[CH2:26][CH:27]([CH3:29])[CH3:28].[NH:42]1[C:50]2[C:45](=[CH:46][CH:47]=[CH:48][CH:49]=2)[C:44]([C:51](=[O:53])[CH3:52])=[CH:43]1.